Dataset: Peptide-MHC class II binding affinity with 134,281 pairs from IEDB. Task: Regression. Given a peptide amino acid sequence and an MHC pseudo amino acid sequence, predict their binding affinity value. This is MHC class II binding data. (1) The peptide sequence is DFYFVINVRNVSVSA. The binding affinity (normalized) is 0.0533. The MHC is HLA-DQA10102-DQB10602 with pseudo-sequence HLA-DQA10102-DQB10602. (2) The peptide sequence is GYKVLVLNPSVAAT. The MHC is DRB1_1302 with pseudo-sequence DRB1_1302. The binding affinity (normalized) is 0.908. (3) The peptide sequence is YLVCGERGFFYTPKT. The MHC is DRB3_0101 with pseudo-sequence DRB3_0101. The binding affinity (normalized) is 0.0708. (4) The peptide sequence is SNNGIKQQGIRYANP. The MHC is HLA-DPA10201-DPB10501 with pseudo-sequence HLA-DPA10201-DPB10501. The binding affinity (normalized) is 0.132. (5) The peptide sequence is GVTYEIDLTNKN. The MHC is HLA-DQA10301-DQB10302 with pseudo-sequence HLA-DQA10301-DQB10302. The binding affinity (normalized) is 0.0398. (6) The peptide sequence is EYKSDYVYEPFPKEV. The MHC is HLA-DQA10401-DQB10402 with pseudo-sequence HLA-DQA10401-DQB10402. The binding affinity (normalized) is 0.180. (7) The peptide sequence is TLWQRPLVTIKIGGQLTEAL. The MHC is HLA-DQA10401-DQB10402 with pseudo-sequence HLA-DQA10401-DQB10402. The binding affinity (normalized) is 0.233. (8) The peptide sequence is GRYKDEKDVTDITVK. The MHC is HLA-DPA10103-DPB10401 with pseudo-sequence HLA-DPA10103-DPB10401. The binding affinity (normalized) is 0.